From a dataset of NCI-60 drug combinations with 297,098 pairs across 59 cell lines. Regression. Given two drug SMILES strings and cell line genomic features, predict the synergy score measuring deviation from expected non-interaction effect. (1) Drug 1: CC(CN1CC(=O)NC(=O)C1)N2CC(=O)NC(=O)C2. Drug 2: C1=NNC2=C1C(=O)NC=N2. Cell line: A549. Synergy scores: CSS=31.7, Synergy_ZIP=-0.284, Synergy_Bliss=-0.224, Synergy_Loewe=-15.4, Synergy_HSA=0.594. (2) Drug 1: C1CN1C2=NC(=NC(=N2)N3CC3)N4CC4. Drug 2: C(CCl)NC(=O)N(CCCl)N=O. Cell line: UO-31. Synergy scores: CSS=9.39, Synergy_ZIP=-2.63, Synergy_Bliss=-0.487, Synergy_Loewe=-14.6, Synergy_HSA=-2.43. (3) Drug 1: C(CC(=O)O)C(=O)CN.Cl. Drug 2: C(CN)CNCCSP(=O)(O)O. Cell line: A498. Synergy scores: CSS=4.30, Synergy_ZIP=-2.05, Synergy_Bliss=-3.09, Synergy_Loewe=-6.15, Synergy_HSA=-1.90. (4) Drug 1: C1=C(C(=O)NC(=O)N1)N(CCCl)CCCl. Drug 2: CC1=C(N=C(N=C1N)C(CC(=O)N)NCC(C(=O)N)N)C(=O)NC(C(C2=CN=CN2)OC3C(C(C(C(O3)CO)O)O)OC4C(C(C(C(O4)CO)O)OC(=O)N)O)C(=O)NC(C)C(C(C)C(=O)NC(C(C)O)C(=O)NCCC5=NC(=CS5)C6=NC(=CS6)C(=O)NCCC[S+](C)C)O. Cell line: SNB-75. Synergy scores: CSS=26.0, Synergy_ZIP=3.64, Synergy_Bliss=10.1, Synergy_Loewe=5.63, Synergy_HSA=6.43. (5) Drug 1: C1C(C(OC1N2C=NC3=C(N=C(N=C32)Cl)N)CO)O. Drug 2: C1=NC2=C(N=C(N=C2N1C3C(C(C(O3)CO)O)F)Cl)N. Cell line: MDA-MB-435. Synergy scores: CSS=6.96, Synergy_ZIP=-2.41, Synergy_Bliss=2.54, Synergy_Loewe=-0.0716, Synergy_HSA=1.71. (6) Drug 1: CS(=O)(=O)CCNCC1=CC=C(O1)C2=CC3=C(C=C2)N=CN=C3NC4=CC(=C(C=C4)OCC5=CC(=CC=C5)F)Cl. Drug 2: C1=CN(C=N1)CC(O)(P(=O)(O)O)P(=O)(O)O. Cell line: HCT116. Synergy scores: CSS=-6.36, Synergy_ZIP=2.19, Synergy_Bliss=-2.81, Synergy_Loewe=-10.9, Synergy_HSA=-13.7. (7) Drug 1: C1CCN(CC1)CCOC2=CC=C(C=C2)C(=O)C3=C(SC4=C3C=CC(=C4)O)C5=CC=C(C=C5)O. Drug 2: CCC1(C2=C(COC1=O)C(=O)N3CC4=CC5=C(C=CC(=C5CN(C)C)O)N=C4C3=C2)O.Cl. Cell line: NCI-H460. Synergy scores: CSS=24.3, Synergy_ZIP=-3.47, Synergy_Bliss=2.13, Synergy_Loewe=-28.8, Synergy_HSA=-1.45. (8) Drug 1: CN1CCC(CC1)COC2=C(C=C3C(=C2)N=CN=C3NC4=C(C=C(C=C4)Br)F)OC. Drug 2: C1CCC(CC1)NC(=O)N(CCCl)N=O. Cell line: DU-145. Synergy scores: CSS=12.2, Synergy_ZIP=-2.97, Synergy_Bliss=1.06, Synergy_Loewe=-1.84, Synergy_HSA=0.770.